From a dataset of Peptide-MHC class II binding affinity with 134,281 pairs from IEDB. Regression. Given a peptide amino acid sequence and an MHC pseudo amino acid sequence, predict their binding affinity value. This is MHC class II binding data. The peptide sequence is GVWAPFNVLKVIRSE. The MHC is DRB1_0901 with pseudo-sequence DRB1_0901. The binding affinity (normalized) is 0.799.